This data is from Forward reaction prediction with 1.9M reactions from USPTO patents (1976-2016). The task is: Predict the product of the given reaction. (1) Given the reactants C([N-]C(C)C)(C)C.[Li+].[CH3:9][O:10][C:11]1[CH:12]=[C:13]([CH2:19][C:20]([OH:22])=[O:21])[CH:14]=[CH:15][C:16]=1[O:17][CH3:18].I[CH2:24][CH:25]1[CH2:29][CH2:28][CH2:27][CH2:26]1, predict the reaction product. The product is: [CH:25]1([CH2:24][CH:19]([C:13]2[CH:14]=[CH:15][C:16]([O:17][CH3:18])=[C:11]([O:10][CH3:9])[CH:12]=2)[C:20]([OH:22])=[O:21])[CH2:29][CH2:28][CH2:27][CH2:26]1. (2) Given the reactants [C:1]([CH2:3][C:4]1[CH:10]=[CH:9][C:7]([NH2:8])=[CH:6][CH:5]=1)#[N:2].C(N(CC)CC)C.[Cl-].ClC1N(C)CC[NH+]1C.[CH3:27][O:28][C:29]1[C:30](=[O:53])[C:31]([CH3:52])=[C:32]([CH2:38][C:39]2[CH:40]=[CH:41][C:42]([O:48][C:49](=[O:51])[CH3:50])=[C:43]([CH:47]=2)[C:44](O)=[O:45])[C:33](=[O:37])[C:34]=1[O:35][CH3:36], predict the reaction product. The product is: [CH3:27][O:28][C:29]1[C:30](=[O:53])[C:31]([CH3:52])=[C:32]([CH2:38][C:39]2[CH:40]=[CH:41][C:42]([O:48][C:49](=[O:51])[CH3:50])=[C:43]([CH:47]=2)[C:44]([NH:8][C:7]2[CH:9]=[CH:10][C:4]([CH2:3][C:1]#[N:2])=[CH:5][CH:6]=2)=[O:45])[C:33](=[O:37])[C:34]=1[O:35][CH3:36]. (3) Given the reactants [C:1]1([CH:7]2[N:11]([C:12]3[CH:17]=[CH:16][N:15]=[CH:14][CH:13]=3)[C:10](=NC#N)[NH:9][CH2:8]2)[CH:6]=[CH:5][CH:4]=[CH:3][CH:2]=1.[H-].[Na+].Br[CH2:24][CH2:25][CH2:26][CH2:27][CH2:28][CH2:29][O:30][C:31]1[CH:36]=[CH:35][C:34]([Br:37])=[CH:33][CH:32]=1.CN(C=[O:42])C, predict the reaction product. The product is: [Br:37][C:34]1[CH:35]=[CH:36][C:31]([O:30][CH2:29][CH2:28][CH2:27][CH2:26][CH2:25][CH2:24][N:9]2[CH2:8][CH:7]([C:1]3[CH:2]=[CH:3][CH:4]=[CH:5][CH:6]=3)[N:11]([C:12]3[CH:13]=[CH:14][N:15]=[CH:16][CH:17]=3)[C:10]2=[O:42])=[CH:32][CH:33]=1. (4) Given the reactants [OH-].[Li+].[C:3]([O:7][C:8]([N:10]([O:29]C(OC(C)(C)C)=O)[C:11]1([CH3:28])[C:15](=[O:16])[N:14]([CH3:17])[N:13]=[C:12]1[C:18]1[CH:27]=[CH:26][C:21]([C:22]([O:24]C)=[O:23])=[CH:20][CH:19]=1)=[O:9])([CH3:6])([CH3:5])[CH3:4], predict the reaction product. The product is: [C:3]([O:7][C:8]([N:10]([OH:29])[C:11]1([CH3:28])[C:15](=[O:16])[N:14]([CH3:17])[N:13]=[C:12]1[C:18]1[CH:19]=[CH:20][C:21]([C:22]([OH:24])=[O:23])=[CH:26][CH:27]=1)=[O:9])([CH3:6])([CH3:4])[CH3:5]. (5) Given the reactants [C:1]1([S:7](Cl)(=[O:9])=[O:8])[CH:6]=[CH:5][CH:4]=[CH:3][CH:2]=1.[C:11]([C:15]1[CH:31]=[CH:30][C:18]([CH2:19][N:20]2[C:28]3[C:23](=[CH:24][C:25]([NH2:29])=[CH:26][CH:27]=3)[CH:22]=[CH:21]2)=[CH:17][CH:16]=1)([CH3:14])([CH3:13])[CH3:12].C(N(C(C)C)CC)(C)C.CCCCCC, predict the reaction product. The product is: [C:11]([C:15]1[CH:31]=[CH:30][C:18]([CH2:19][N:20]2[C:28]3[C:23](=[CH:24][C:25]([NH:29][S:7]([C:1]4[CH:6]=[CH:5][CH:4]=[CH:3][CH:2]=4)(=[O:9])=[O:8])=[CH:26][CH:27]=3)[CH:22]=[CH:21]2)=[CH:17][CH:16]=1)([CH3:14])([CH3:12])[CH3:13]. (6) Given the reactants [C:1]([C:3]1[CH:4]=[C:5]2[C:9](=[CH:10][CH:11]=1)[NH:8][C:7](=[O:12])[C:6]2=[C:13]([C:15]1[NH:16][CH:17]=[CH:18][CH:19]=1)C)#[N:2].C([SnH](CCCC)CCCC)CCC.[N-:33]=[N+:34]=[N-:35].[Na+], predict the reaction product. The product is: [NH:2]1[C:1]([C:3]2[CH:4]=[C:5]3[C:9](=[CH:10][CH:11]=2)[NH:8][C:7](=[O:12])[C:6]3=[CH:13][C:15]2[NH:16][CH:17]=[CH:18][CH:19]=2)=[N:35][N:34]=[N:33]1. (7) Given the reactants [O:1]=[C:2]1[N:6]([CH2:7][C:8]2[CH:13]=[CH:12][CH:11]=[CH:10][CH:9]=2)[C@H:5]([C:14]([OH:16])=O)[CH2:4][CH2:3]1.Cl.CN(C)CCCN=C=NCC.ON1C2C=CC=CC=2N=N1.C(N1CCOCC1)C.[Cl:47][C:48]1[C:53]([C:54]([F:57])([F:56])[F:55])=[CH:52][CH:51]=[CH:50][C:49]=1[CH2:58][NH2:59].C(=O)([O-])O.[Na+], predict the reaction product. The product is: [Cl:47][C:48]1[C:53]([C:54]([F:56])([F:57])[F:55])=[CH:52][CH:51]=[CH:50][C:49]=1[CH2:58][NH:59][C:14](=[O:16])[C@H:5]1[CH2:4][CH2:3][C:2](=[O:1])[N:6]1[CH2:7][C:8]1[CH:9]=[CH:10][CH:11]=[CH:12][CH:13]=1.